From a dataset of Forward reaction prediction with 1.9M reactions from USPTO patents (1976-2016). Predict the product of the given reaction. (1) Given the reactants [CH:1]([CH:4]1[C:9](=[O:10])[NH:8][C:7]2[CH:11]=[CH:12][CH:13]=[CH:14][C:6]=2[O:5]1)([CH3:3])[CH3:2].[H-].[Na+].Br[CH2:18][C:19]([O:21][CH3:22])=[O:20].Cl, predict the reaction product. The product is: [CH3:22][O:21][C:19](=[O:20])[CH2:18][N:8]1[C:7]2[CH:11]=[CH:12][CH:13]=[CH:14][C:6]=2[O:5][CH:4]([CH:1]([CH3:3])[CH3:2])[C:9]1=[O:10]. (2) Given the reactants [NH:1]1[C:10]2[C:5](=[CH:6][CH:7]=[CH:8][CH:9]=2)[CH2:4][CH:3]([NH:11][S:12]([C:15]2[CH:20]=[CH:19][CH:18]=[CH:17][CH:16]=2)(=[O:14])=[O:13])[CH2:2]1.[Cl:21][C:22]1[CH:23]=[C:24]([CH:27]=[CH:28][CH:29]=1)[CH:25]=O, predict the reaction product. The product is: [Cl:21][C:22]1[CH:23]=[C:24]([CH:27]=[CH:28][CH:29]=1)[CH2:25][N:1]1[C:10]2[C:5](=[CH:6][CH:7]=[CH:8][CH:9]=2)[CH2:4][CH:3]([NH:11][S:12]([C:15]2[CH:16]=[CH:17][CH:18]=[CH:19][CH:20]=2)(=[O:13])=[O:14])[CH2:2]1. (3) Given the reactants [Cl:1][C:2]1[CH:7]=[C:6]([F:8])[CH:5]=[CH:4][C:3]=1I.C([Mg]Cl)(C)C.[Cl-].[Li+].[C:17]([N:20]1[CH2:28][CH2:27][CH:23]([C:24](Cl)=[O:25])[CH2:22][CH2:21]1)(=[O:19])[CH3:18].O, predict the reaction product. The product is: [Cl:1][C:2]1[CH:7]=[C:6]([F:8])[CH:5]=[CH:4][C:3]=1[C:24]([CH:23]1[CH2:22][CH2:21][N:20]([C:17](=[O:19])[CH3:18])[CH2:28][CH2:27]1)=[O:25]. (4) Given the reactants [NH:1]([C:13]([O:15][CH2:16][C:17]1[CH:22]=[CH:21][CH:20]=[CH:19][CH:18]=1)=[O:14])[C@H:2]([C:10]([OH:12])=O)[CH2:3][C:4]1[CH:9]=[CH:8][CH:7]=[CH:6][CH:5]=1.[NH:23]1[CH2:34][CH2:33][CH2:32][C@@H:24]1[C:25]([O:27][C:28]([CH3:31])([CH3:30])[CH3:29])=[O:26].C1C=CC2N(O)N=NC=2C=1.O.F[P-](F)(F)(F)(F)F.N1(O[P+](N(C)C)(N(C)C)N(C)C)C2C=CC=CC=2N=N1.C(N(CC)CC)C, predict the reaction product. The product is: [NH:1]([C:13]([O:15][CH2:16][C:17]1[CH:22]=[CH:21][CH:20]=[CH:19][CH:18]=1)=[O:14])[C@H:2]([C:10]([N:23]1[CH2:34][CH2:33][CH2:32][C@@H:24]1[C:25]([O:27][C:28]([CH3:30])([CH3:31])[CH3:29])=[O:26])=[O:12])[CH2:3][C:4]1[CH:5]=[CH:6][CH:7]=[CH:8][CH:9]=1. (5) Given the reactants [NH2:1][CH2:2][CH2:3][C:4]1[CH:5]=[C:6]([NH:10][C:11]([NH:13][CH2:14][C:15]2[CH:20]=[CH:19][C:18](F)=[CH:17]C=2)=[O:12])[CH:7]=[CH:8][CH:9]=1.[C:22](#N)[CH3:23].C([O:28][CH:29]([CH3:31])[CH3:30])(C)C.[CH3:32]COCC, predict the reaction product. The product is: [NH2:1][CH2:2][CH2:3][C:4]1[CH:5]=[C:6]([NH:10][C:11]([NH:13][C:14]2[CH:15]=[CH:20][CH:19]=[C:18]([O:28][C:29]3[CH:30]=[CH:23][CH:22]=[CH:32][CH:31]=3)[CH:17]=2)=[O:12])[CH:7]=[CH:8][CH:9]=1.